From a dataset of Reaction yield outcomes from USPTO patents with 853,638 reactions. Predict the reaction yield, written as a fraction of the theoretical maximum amount of product (1.0 means a 100% yield; for example, 0.34 means a 34% yield). (1) The reactants are [CH:1]([NH2:3])=[O:2].C(OC(=O)[CH2:8][C:9]1[C:10]([Cl:23])=[CH:11][CH:12]=[C:13]2[C:18]=1[N:17]=[C:16]([CH2:19][N:20]([CH3:22])[CH3:21])[CH:15]=[CH:14]2)C.C[O-].[Na+]. The catalyst is CN(C)C=O.O. The product is [Cl:23][C:10]1[C:9]([CH2:8][C:1]([NH2:3])=[O:2])=[C:18]2[C:13]([CH:14]=[CH:15][C:16]([CH2:19][N:20]([CH3:21])[CH3:22])=[N:17]2)=[CH:12][CH:11]=1. The yield is 0.740. (2) The reactants are Br[CH2:2][C:3]([CH2:26][CH3:27])=[CH:4][CH2:5][C:6]1[C:14]([O:15]CC[Si](C)(C)C)=[C:13]2[C:9]([CH2:10][O:11][C:12]2=[O:22])=[C:8]([CH3:23])[C:7]=1[CH2:24][CH3:25].C[Si](Br)(C)C.C[O:34][P:35]([O:38]C)[O:36]C. The catalyst is CC#N. The product is [CH2:26]([C:3](=[CH:4][CH2:5][C:6]1[C:14]([OH:15])=[C:13]2[C:9](=[C:8]([CH3:23])[C:7]=1[CH2:24][CH3:25])[CH2:10][O:11][C:12]2=[O:22])[CH2:2][P:35](=[O:34])([OH:38])[OH:36])[CH3:27]. The yield is 0.630.